Dataset: Full USPTO retrosynthesis dataset with 1.9M reactions from patents (1976-2016). Task: Predict the reactants needed to synthesize the given product. The reactants are: [CH2:1]([O:3][C:4](=[O:19])[CH2:5][CH2:6][NH:7][C:8](=[O:18])[C@H:9]([CH2:11][C:12]1[CH:17]=[CH:16][CH:15]=[CH:14][CH:13]=1)[NH2:10])[CH3:2].C(N(CC)CC)C.Br[CH2:28][C:29]([O:31][CH2:32][CH3:33])=[O:30]. Given the product [CH2:1]([O:3][C:4](=[O:19])[CH2:5][CH2:6][NH:7][C:8](=[O:18])[C@H:9]([CH2:11][C:12]1[CH:13]=[CH:14][CH:15]=[CH:16][CH:17]=1)[NH:10][CH2:28][C:29]([O:31][CH2:32][CH3:33])=[O:30])[CH3:2], predict the reactants needed to synthesize it.